From a dataset of Reaction yield outcomes from USPTO patents with 853,638 reactions. Predict the reaction yield, written as a fraction of the theoretical maximum amount of product (1.0 means a 100% yield; for example, 0.34 means a 34% yield). (1) The reactants are [N:1]12[CH2:8][CH2:7][CH:4]([CH2:5][CH2:6]1)[CH:3]([O:9][C:10]1[CH:15]=[CH:14][C:13]([C:16]3[CH:21]=[CH:20][C:19]([N:22](CC4C=CC=CC=4)[CH3:23])=[CH:18][CH:17]=3)=[CH:12][CH:11]=1)[CH2:2]2. The catalyst is CO.[Pd]. The product is [N:1]12[CH2:6][CH2:5][CH:4]([CH2:7][CH2:8]1)[CH:3]([O:9][C:10]1[CH:11]=[CH:12][C:13]([C:16]3[CH:21]=[CH:20][C:19]([NH:22][CH3:23])=[CH:18][CH:17]=3)=[CH:14][CH:15]=1)[CH2:2]2. The yield is 0.130. (2) The reactants are [C:1](OC(N1CCC2(NC(=O)N(C)C2=O)CC1)=O)(C)(C)[CH3:2].[Br-].C(O[C:27]([N:29]1[CH2:44][CH2:43][C:32]2([N:36]([CH2:37]CC)[C:35](=[O:40])[N:34]([CH3:41])[C:33]2=[O:42])[CH2:31][CH2:30]1)=O)(C)(C)C.C(=O)([O-])[O-].[K+].[K+].BrC[C:53]1[N:63]([CH2:64][C:65]([CH3:68])([CH3:67])[CH3:66])[C:56]2[N:57]=[C:58]([C:61]#[N:62])[N:59]=[CH:60][C:55]=2[CH:54]=1. The catalyst is CN(C=O)C.C(Cl)Cl.C(O)(C(F)(F)F)=O.CS(C)=O. The product is [CH3:68][C:65]([CH3:66])([CH3:67])[CH2:64][N:63]1[C:56]2[N:57]=[C:58]([C:61]#[N:62])[N:59]=[CH:60][C:55]=2[CH:54]=[C:53]1[CH2:27][N:29]1[CH2:30][CH2:31][C:32]2([N:36]([CH3:37])[C:35](=[O:40])[N:34]([CH2:41][CH2:1][CH3:2])[C:33]2=[O:42])[CH2:43][CH2:44]1. The yield is 0.240. (3) The reactants are CS(O[CH2:6][CH2:7][N:8]1[CH:12]=[C:11]([C:13]2[CH:18]=[C:17]([C:19]([O:21]C)=[O:20])[CH:16]=[CH:15][N:14]=2)[N:10]=[CH:9]1)(=O)=O.[CH3:23][C:24]1[CH:32]=[CH:31][C:27]([CH2:28][NH:29][CH3:30])=[CH:26][CH:25]=1. No catalyst specified. The product is [CH3:30][N:29]([CH2:28][C:27]1[CH:31]=[CH:32][C:24]([CH3:23])=[CH:25][CH:26]=1)[CH2:6][CH2:7][N:8]1[CH:12]=[C:11]([C:13]2[CH:18]=[C:17]([C:19]([OH:21])=[O:20])[CH:16]=[CH:15][N:14]=2)[N:10]=[CH:9]1. The yield is 0.710. (4) The reactants are [Cl-].[Al+3].[Cl-].[Cl-].[CH3:5][O:6][C:7]1[C:15]2[O:14][C:13]([CH3:17])([CH3:16])[CH2:12][C:11]=2[CH:10]=[C:9]([CH:18]=[C:19]([CH3:21])[CH3:20])[CH:8]=1.BrBr.C([O:27]C(C)C)(C)C.[C:31](#[N:38])[C:32]1[CH:37]=[CH:36][CH:35]=[CH:34][CH:33]=1. The catalyst is O. The product is [CH3:5][O:6][C:7]1[CH:8]=[C:9]2[C:10](=[C:11]3[CH2:12][C:13]([CH3:16])([CH3:17])[O:14][C:15]=13)[C:31]([C:32]1[CH:37]=[CH:36][CH:35]=[CH:34][CH:33]=1)=[N:38][C:19]([CH3:21])([CH3:20])[CH:18]2[OH:27]. The yield is 0.410. (5) The reactants are [O:1]1[CH:3]2[CH2:4][CH2:5][CH:6]=[CH:7][CH2:8][CH2:9][CH:10]=[CH:11][CH2:12][CH2:13][CH:2]12.[I-].[Na+]. No catalyst specified. The product is [C:2]1(=[O:1])[CH2:13][CH2:12][CH2:11][CH2:10][CH:9]=[CH:8][CH2:7][CH2:6][CH:5]=[CH:4][CH2:3]1. The yield is 0.987. (6) The reactants are [CH:1](/[C:9]1[CH:21]=[CH:20][C:12]([C:13]([O:15][C:16]([CH3:19])([CH3:18])[CH3:17])=[O:14])=[CH:11][CH:10]=1)=[CH:2]\[C:3]1[CH:8]=[CH:7][CH:6]=[CH:5][CH:4]=1. The catalyst is [Pd].CO. The product is [CH2:1]([C:9]1[CH:10]=[CH:11][C:12]([C:13]([O:15][C:16]([CH3:17])([CH3:18])[CH3:19])=[O:14])=[CH:20][CH:21]=1)[CH2:2][C:3]1[CH:4]=[CH:5][CH:6]=[CH:7][CH:8]=1. The yield is 0.890. (7) The reactants are [CH2:1](I)[CH2:2][CH3:3].[SH:5][C:6]1[N:10]([CH2:11][C:12]2[CH:17]=[CH:16][C:15]([C:18]3[CH:23]=[CH:22][CH:21]=[CH:20][C:19]=3[C:24]3[NH:28][N:27]=[N:26][N:25]=3)=[CH:14][CH:13]=2)[C:9]2[C:29]([C:33]([O:35][CH2:36][CH3:37])=[O:34])=[CH:30][CH:31]=[CH:32][C:8]=2[N:7]=1.[OH-].[Na+].Cl. The catalyst is C(O)C. The product is [CH2:1]([S:5][C:6]1[N:10]([CH2:11][C:12]2[CH:13]=[CH:14][C:15]([C:18]3[CH:23]=[CH:22][CH:21]=[CH:20][C:19]=3[C:24]3[NH:28][N:27]=[N:26][N:25]=3)=[CH:16][CH:17]=2)[C:9]2[C:29]([C:33]([O:35][CH2:36][CH3:37])=[O:34])=[CH:30][CH:31]=[CH:32][C:8]=2[N:7]=1)[CH2:2][CH3:3]. The yield is 0.400. (8) The reactants are Cl[C:2]([O:4][CH2:5][CH3:6])=[O:3].[CH:7]12[CH2:16][CH:11]3[CH2:12][CH:13]([CH2:15][CH:9]([CH2:10]3)[CH:8]1[C:17]1[CH:22]=[C:21]([CH3:23])[CH:20]=[CH:19][C:18]=1[OH:24])[CH2:14]2.CCN(CC)CC. The catalyst is CN(C1C=CN=CC=1)C.ClCCl. The product is [C:2](=[O:3])([O:4][CH2:5][CH3:6])[O:24][C:18]1[CH:19]=[CH:20][C:21]([CH3:23])=[CH:22][C:17]=1[CH:8]1[CH:9]2[CH2:10][CH:11]3[CH2:12][CH:13]([CH2:14][CH:7]1[CH2:16]3)[CH2:15]2. The yield is 0.940. (9) The reactants are Cl[C:2]1[CH:3]=[CH:4][C:5]2[N:6]([C:8]([C:29]3[CH:34]=[CH:33][CH:32]=[CH:31][CH:30]=3)=[C:9]([C:11]3[CH:16]=[CH:15][C:14]([C:17]4([NH:21]C(=O)OC(C)(C)C)[CH2:20][CH2:19][CH2:18]4)=[CH:13][CH:12]=3)[N:10]=2)[N:7]=1.[OH-].[K+].[CH2:37]([OH:39])[CH3:38]. No catalyst specified. The product is [CH2:37]([O:39][C:2]1[CH:3]=[CH:4][C:5]2[N:6]([C:8]([C:29]3[CH:30]=[CH:31][CH:32]=[CH:33][CH:34]=3)=[C:9]([C:11]3[CH:16]=[CH:15][C:14]([C:17]4([NH2:21])[CH2:18][CH2:19][CH2:20]4)=[CH:13][CH:12]=3)[N:10]=2)[N:7]=1)[CH3:38]. The yield is 0.420. (10) The reactants are [N:1]1([C:5]([C:7]2[N:12]=[CH:11][C:10](Br)=[CH:9][N:8]=2)=[O:6])[CH2:4][CH2:3][CH2:2]1.[OH:14][C:15]1[CH:16]=[C:17]([CH:22]=[C:23]([O:25][C@@H:26]([CH3:30])[CH2:27][O:28][CH3:29])[CH:24]=1)[C:18]([O:20]C)=[O:19].C(=O)([O-])[O-].[Cs+].[Cs+]. The catalyst is CC(N(C)C)=O.C(OCC)(=O)C.O.C1C=CC(P(C2C=CC=CC=2)C2C=CC=CC=2)=CC=1.C1C=CC(P(C2C=CC=CC=2)C2C=CC=CC=2)=CC=1.C1C=CC(P(C2C=CC=CC=2)C2C=CC=CC=2)=CC=1.[Cu]Br. The product is [N:1]1([C:5]([C:7]2[N:12]=[CH:11][C:10]([O:14][C:15]3[CH:16]=[C:17]([CH:22]=[C:23]([O:25][C@@H:26]([CH3:30])[CH2:27][O:28][CH3:29])[CH:24]=3)[C:18]([OH:20])=[O:19])=[CH:9][N:8]=2)=[O:6])[CH2:4][CH2:3][CH2:2]1. The yield is 0.730.